Dataset: Catalyst prediction with 721,799 reactions and 888 catalyst types from USPTO. Task: Predict which catalyst facilitates the given reaction. (1) Reactant: [C:1]([N:4]1[C:13]2[C:8](=[CH:9][C:10]([C:14]([NH2:16])=[O:15])=[CH:11][CH:12]=2)[C@H:7]([NH:17][C:18]2[CH:23]=[CH:22][CH:21]=[C:20]([CH2:24][O:25][Si](C(C)(C)C)(C)C)[N:19]=2)[C@@H:6]([CH3:33])[C@@H:5]1[CH:34]1[CH2:36][CH2:35]1)(=[O:3])[CH3:2].CCCC[N+](CCCC)(CCCC)CCCC.[F-]. Product: [C:1]([N:4]1[C:13]2[C:8](=[CH:9][C:10]([C:14]([NH2:16])=[O:15])=[CH:11][CH:12]=2)[C@H:7]([NH:17][C:18]2[CH:23]=[CH:22][CH:21]=[C:20]([CH2:24][OH:25])[N:19]=2)[C@@H:6]([CH3:33])[C@@H:5]1[CH:34]1[CH2:35][CH2:36]1)(=[O:3])[CH3:2]. The catalyst class is: 36. (2) Reactant: [CH:1]([C:3]1[CH:20]=[CH:19][C:6]2[S:7][C:8](B3OC(C)(C)C(C)(C)O3)=[CH:9][C:5]=2[CH:4]=1)=[O:2].I[C:22]1[C:30]2[C:25](=[N:26][CH:27]=[N:28][C:29]=2[NH2:31])[N:24]([CH:32]([CH3:34])[CH3:33])[N:23]=1.C([O-])([O-])=O.[Na+].[Na+]. Product: [NH2:31][C:29]1[N:28]=[CH:27][N:26]=[C:25]2[N:24]([CH:32]([CH3:34])[CH3:33])[N:23]=[C:22]([C:8]3[S:7][C:6]4[CH:19]=[CH:20][C:3]([CH:1]=[O:2])=[CH:4][C:5]=4[CH:9]=3)[C:30]=12. The catalyst class is: 414. (3) Reactant: OO.[CH2:3]([C:5]1[N:6]=[N+:7]([O-:25])[C:8]2[CH:17]=[C:16]3[C:12]([CH2:13][CH:14]([CH2:18][N:19]4[CH2:24][CH2:23][O:22][CH2:21][CH2:20]4)[CH2:15]3)=[CH:11][C:9]=2[N:10]=1)[CH3:4].C(OC(C(F)(F)F)=O)(C(F)(F)F)=[O:27].C(O)(C(F)(F)F)=O.C([O-])([O-])=O.[Na+].[Na+]. Product: [CH2:3]([C:5]1[N:6]=[N+:7]([O-:25])[C:8]2[CH:17]=[C:16]3[C:12]([CH2:13][CH:14]([CH2:18][N:19]4[CH2:20][CH2:21][O:22][CH2:23][CH2:24]4)[CH2:15]3)=[CH:11][C:9]=2[N+:10]=1[O-:27])[CH3:4]. The catalyst class is: 2.